This data is from Reaction yield outcomes from USPTO patents with 853,638 reactions. The task is: Predict the reaction yield, written as a fraction of the theoretical maximum amount of product (1.0 means a 100% yield; for example, 0.34 means a 34% yield). (1) The reactants are [F:1][C:2]1[C:7]2=[N:8][Se:9][N:10]=[C:6]2[C:5]([S:11](Cl)(=[O:13])=[O:12])=[CH:4][CH:3]=1.[CH2:15]([N:17]([CH2:21]C)[CH2:18][CH2:19][NH2:20])C.C(N(CC)CC)C. The catalyst is C(#N)C. The product is [F:1][C:2]1[C:7]2=[N:8][Se:9][N:10]=[C:6]2[C:5]([S:11]([NH:20][CH2:19][CH2:18][N:17]([CH3:21])[CH3:15])(=[O:13])=[O:12])=[CH:4][CH:3]=1. The yield is 0.560. (2) The reactants are [CH2:1]([OH:19])[CH2:2][CH2:3][CH2:4][CH2:5][CH2:6][CH2:7][CH2:8]/[CH:9]=[CH:10]\[CH2:11]/[CH:12]=[CH:13]\[CH2:14][CH2:15][CH2:16][CH2:17][CH3:18].C(N(CC)CC)C.[CH3:27][S:28](Cl)(=[O:30])=[O:29]. The catalyst is C(Cl)Cl. The product is [S:28]([O:19][CH2:1][CH2:2][CH2:3][CH2:4][CH2:5][CH2:6][CH2:7][CH2:8]/[CH:9]=[CH:10]\[CH2:11]/[CH:12]=[CH:13]\[CH2:14][CH2:15][CH2:16][CH2:17][CH3:18])(=[O:30])(=[O:29])[CH3:27]. The yield is 0.970. (3) The yield is 0.480. The product is [OH:23][CH2:22][CH2:21][N:20]([CH2:19][C:18]1[CH:17]=[CH:16][C:15]([C:13]([NH:12][C:10]2[S:11][C:7]3[C:6]([N:39]4[CH2:44][CH2:43][O:42][CH2:41][CH2:40]4)=[CH:5][CH:4]=[C:3]([O:2][CH3:1])[C:8]=3[N:9]=2)=[O:14])=[CH:38][CH:37]=1)[CH3:36]. The catalyst is [OH-].[Na+].O. The reactants are [CH3:1][O:2][C:3]1[C:8]2[N:9]=[C:10]([NH:12][C:13]([C:15]3[CH:38]=[CH:37][C:18]([CH2:19][N:20]([CH3:36])[CH2:21][CH2:22][O:23]C(=O)C4C=CC(OC)=C(OC)C=4)=[CH:17][CH:16]=3)=[O:14])[S:11][C:7]=2[C:6]([N:39]2[CH2:44][CH2:43][O:42][CH2:41][CH2:40]2)=[CH:5][CH:4]=1.C(O)C. (4) The reactants are Cl.C(O[C:7](=O)[N:8]([CH2:10][CH2:11][NH:12][C:13]1[N:14]=[C:15]([NH:26][CH2:27][CH:28]([C:35]2[CH:40]=[CH:39][CH:38]=[CH:37][CH:36]=2)[C:29]2[CH:34]=[CH:33][CH:32]=[CH:31][CH:30]=2)[C:16]2[CH2:21][N:20]([CH:22]([CH3:24])[CH3:23])[C:19](=[O:25])[C:17]=2[N:18]=1)C)(C)(C)C. The catalyst is O1CCOCC1.CCOCC. The product is [C:29]1([CH:28]([C:35]2[CH:36]=[CH:37][CH:38]=[CH:39][CH:40]=2)[CH2:27][NH:26][C:15]2[C:16]3[CH2:21][N:20]([CH:22]([CH3:24])[CH3:23])[C:19](=[O:25])[C:17]=3[N:18]=[C:13]([NH:12][CH2:11][CH2:10][NH:8][CH3:7])[N:14]=2)[CH:30]=[CH:31][CH:32]=[CH:33][CH:34]=1. The yield is 0.770. (5) The reactants are CC(C)([O-:4])C.[K+].[CH3:7][C:8]([CH3:16])([CH2:11][CH2:12][CH2:13][C:14]#[N:15])[C:9]#N. The catalyst is C1(C)C=CC=CC=1. The product is [C:14]([CH:13]1[C:7](=[O:4])[C:8]([CH3:16])([CH3:9])[CH2:11][CH2:12]1)#[N:15]. The yield is 0.550. (6) The reactants are [Cl:1][C:2]1[CH:7]=[CH:6][C:5]([C:8]2([O:14][CH3:15])[CH2:13][CH2:12][NH:11][CH2:10][CH2:9]2)=[CH:4][CH:3]=1.N1C(C)=CC=CC=1C.II.Br[CH2:27][CH2:28][CH:29]=[C:30]1[C:36]2[CH:37]=[CH:38][CH:39]=[N:40][C:35]=2[CH2:34][O:33][C:32]2[CH:41]=[CH:42][C:43]([C:45]([OH:48])([CH3:47])[CH3:46])=[CH:44][C:31]1=2. The catalyst is C(O)(C)C. The product is [Cl:1][C:2]1[CH:7]=[CH:6][C:5]([C:8]2([O:14][CH3:15])[CH2:9][CH2:10][N:11]([CH2:27][CH2:28][CH:29]=[C:30]3[C:36]4[CH:37]=[CH:38][CH:39]=[N:40][C:35]=4[CH2:34][O:33][C:32]4[CH:41]=[CH:42][C:43]([C:45]([OH:48])([CH3:47])[CH3:46])=[CH:44][C:31]3=4)[CH2:12][CH2:13]2)=[CH:4][CH:3]=1. The yield is 0.420. (7) The reactants are [C:1]1([C:29]2[CH:34]=[CH:33][CH:32]=[CH:31][CH:30]=2)[CH:6]=[CH:5][C:4]([N:7]([C:23]2[CH:28]=[CH:27][CH:26]=[CH:25][CH:24]=2)[C:8]2[CH:20]=[CH:19][C:18]3[C:17]4[C:12](=[CH:13][CH:14]=[CH:15][CH:16]=4)[C:11]([CH3:22])([CH3:21])[C:10]=3[CH:9]=2)=[CH:3][CH:2]=1.C(OCC)(=O)C.[Br:41]N1C(=O)CCC1=O. The catalyst is C1(C)C=CC=CC=1. The product is [C:1]1([C:29]2[CH:30]=[CH:31][CH:32]=[CH:33][CH:34]=2)[CH:6]=[CH:5][C:4]([N:7]([C:23]2[CH:24]=[CH:25][C:26]([Br:41])=[CH:27][CH:28]=2)[C:8]2[CH:20]=[CH:19][C:18]3[C:17]4[C:12](=[CH:13][CH:14]=[CH:15][CH:16]=4)[C:11]([CH3:22])([CH3:21])[C:10]=3[CH:9]=2)=[CH:3][CH:2]=1. The yield is 0.890. (8) The reactants are Br[C:2]1[C:7]([O:8][CH3:9])=[CH:6][CH:5]=[C:4]([I:10])[N:3]=1.[Cu](C#N)[C:12]#[N:13]. The catalyst is CN1CCCC1=O. The product is [I:10][C:4]1[N:3]=[C:2]([C:12]#[N:13])[C:7]([O:8][CH3:9])=[CH:6][CH:5]=1. The yield is 0.370.